This data is from NCI-60 drug combinations with 297,098 pairs across 59 cell lines. The task is: Regression. Given two drug SMILES strings and cell line genomic features, predict the synergy score measuring deviation from expected non-interaction effect. (1) Drug 1: CC12CCC3C(C1CCC2=O)CC(=C)C4=CC(=O)C=CC34C. Drug 2: CN(C)C1=NC(=NC(=N1)N(C)C)N(C)C. Cell line: LOX IMVI. Synergy scores: CSS=57.1, Synergy_ZIP=10.3, Synergy_Bliss=7.84, Synergy_Loewe=-7.89, Synergy_HSA=9.12. (2) Drug 1: C1CCN(CC1)CCOC2=CC=C(C=C2)C(=O)C3=C(SC4=C3C=CC(=C4)O)C5=CC=C(C=C5)O. Drug 2: CC1=C2C(C(=O)C3(C(CC4C(C3C(C(C2(C)C)(CC1OC(=O)C(C(C5=CC=CC=C5)NC(=O)OC(C)(C)C)O)O)OC(=O)C6=CC=CC=C6)(CO4)OC(=O)C)OC)C)OC. Cell line: OVCAR-8. Synergy scores: CSS=63.8, Synergy_ZIP=8.45, Synergy_Bliss=9.36, Synergy_Loewe=-17.6, Synergy_HSA=9.03. (3) Drug 1: C1CC(C1)(C(=O)O)C(=O)O.[NH2-].[NH2-].[Pt+2]. Drug 2: COC1=NC(=NC2=C1N=CN2C3C(C(C(O3)CO)O)O)N. Cell line: 786-0. Synergy scores: CSS=3.70, Synergy_ZIP=2.28, Synergy_Bliss=6.90, Synergy_Loewe=-9.63, Synergy_HSA=-7.57. (4) Drug 1: CCC1(CC2CC(C3=C(CCN(C2)C1)C4=CC=CC=C4N3)(C5=C(C=C6C(=C5)C78CCN9C7C(C=CC9)(C(C(C8N6C=O)(C(=O)OC)O)OC(=O)C)CC)OC)C(=O)OC)O.OS(=O)(=O)O. Drug 2: CC(C)(C#N)C1=CC(=CC(=C1)CN2C=NC=N2)C(C)(C)C#N. Cell line: OVCAR-5. Synergy scores: CSS=3.76, Synergy_ZIP=1.70, Synergy_Bliss=6.59, Synergy_Loewe=2.44, Synergy_HSA=3.09. (5) Drug 1: CN1CCC(CC1)COC2=C(C=C3C(=C2)N=CN=C3NC4=C(C=C(C=C4)Br)F)OC. Drug 2: CN(C(=O)NC(C=O)C(C(C(CO)O)O)O)N=O. Cell line: UO-31. Synergy scores: CSS=5.95, Synergy_ZIP=-6.73, Synergy_Bliss=-9.50, Synergy_Loewe=-34.9, Synergy_HSA=-8.87.